The task is: Regression/Classification. Given a drug SMILES string, predict its absorption, distribution, metabolism, or excretion properties. Task type varies by dataset: regression for continuous measurements (e.g., permeability, clearance, half-life) or binary classification for categorical outcomes (e.g., BBB penetration, CYP inhibition). Dataset: cyp2c9_veith.. This data is from CYP2C9 inhibition data for predicting drug metabolism from PubChem BioAssay. (1) The drug is CCCCNC(=O)CN1C(=O)NC2(CCCc3ccccc32)C1=O. The result is 1 (inhibitor). (2) The molecule is COc1ccc(/C=N/N=C/c2ccc(OC)c(O)c2)cc1O. The result is 0 (non-inhibitor). (3) The compound is O=C(c1ccc(S(=O)(=O)N2CCCCCC2)cc1)N1CCC(CN2C(=O)c3cccc4cccc(c34)C2=O)CC1. The result is 0 (non-inhibitor). (4) The compound is N#Cc1cc(-c2ccc(Cl)cc2)cnc1Sc1ccccc1. The result is 1 (inhibitor). (5) The compound is Cc1ncc(CSc2ccccc2N)c(CO)c1O. The result is 0 (non-inhibitor). (6) The molecule is CC(=O)Nc1ccc(S(=O)(=O)NCCc2ccc(F)cc2)cc1. The result is 0 (non-inhibitor). (7) The molecule is CN(C)c1ncc2nc(-c3cc(F)cc(F)c3)c(=O)n(C)c2n1. The result is 0 (non-inhibitor). (8) The compound is CC(=O)Nc1cc2ccccc2oc1=O. The result is 0 (non-inhibitor). (9) The drug is N#Cc1cccc(-c2ccc3ncnc(NC4CCNCC4)c3c2)c1. The result is 0 (non-inhibitor). (10) The molecule is COc1ccc(CN2C(=O)CN(C3CCCCCC3)C(=O)C2c2ccc(OC)c(OC)c2)cc1. The result is 1 (inhibitor).